From a dataset of Full USPTO retrosynthesis dataset with 1.9M reactions from patents (1976-2016). Predict the reactants needed to synthesize the given product. (1) Given the product [F:17][C:13]1[CH:14]=[C:15]2[C:10](=[CH:11][CH:12]=1)[N:9]=[C:8]([C:18](=[O:20])[CH3:19])[C:7]([C:28]1[CH:33]=[CH:32][CH:31]=[CH:30][N:29]=1)=[CH:16]2, predict the reactants needed to synthesize it. The reactants are: FC(F)(F)S(O[C:7]1[C:8]([C:18](=[O:20])[CH3:19])=[N:9][C:10]2[C:15]([CH:16]=1)=[CH:14][C:13]([F:17])=[CH:12][CH:11]=2)(=O)=O.C([Sn](CCCC)(CCCC)[C:28]1[CH:33]=[CH:32][CH:31]=[CH:30][N:29]=1)CCC. (2) Given the product [CH3:35][O:34][C:32]([C:28]1[S:29][CH:30]=[CH:31][C:27]=1[C:11]1[CH:12]=[C:7]([C:1]2[CH:2]=[CH:3][CH:4]=[CH:5][CH:6]=2)[N:8]=[N:9][CH:10]=1)=[O:33], predict the reactants needed to synthesize it. The reactants are: [C:1]1([C:7]2[N:8]=[N:9][CH:10]=[C:11]([Sn](CCCC)(CCCC)CCCC)[CH:12]=2)[CH:6]=[CH:5][CH:4]=[CH:3][CH:2]=1.Br[C:27]1[CH:31]=[CH:30][S:29][C:28]=1[C:32]([O:34][CH3:35])=[O:33]. (3) The reactants are: F[C:2]1[CH:3]=[N:4][CH:5]=[CH:6][C:7]=1[C:8]1[S:9][C:10]2[C:15]([N:16]=1)=[CH:14][C:13]([C:17]([F:20])([F:19])[F:18])=[CH:12][N:11]=2.[Na].[CH2:22]([SH:24])[CH3:23].CN(C=O)C. Given the product [CH2:22]([S:24][C:2]1[CH:3]=[N:4][CH:5]=[CH:6][C:7]=1[C:8]1[S:9][C:10]2[C:15]([N:16]=1)=[CH:14][C:13]([C:17]([F:20])([F:19])[F:18])=[CH:12][N:11]=2)[CH3:23], predict the reactants needed to synthesize it. (4) Given the product [CH3:3][C:4]1([CH3:21])[O:8][C@@H:7]([CH2:9][O:10][C:11]2[CH:12]=[C:13]([CH:18]=[CH:19][CH:20]=2)[C:14]([OH:16])=[O:15])[CH2:6][O:5]1, predict the reactants needed to synthesize it. The reactants are: [Li+].[OH-].[CH3:3][C:4]1([CH3:21])[O:8][C@@H:7]([CH2:9][O:10][C:11]2[CH:12]=[C:13]([CH:18]=[CH:19][CH:20]=2)[C:14]([O:16]C)=[O:15])[CH2:6][O:5]1. (5) The reactants are: [Br:1][C:2]1[N:7]([CH3:8])[C:6](=[O:9])[NH:5][C:4](=[O:10])[C:3]=1[CH3:11].[C:12](O[C:12]([O:14][C:15]([CH3:18])([CH3:17])[CH3:16])=[O:13])([O:14][C:15]([CH3:18])([CH3:17])[CH3:16])=[O:13].C(N(CC)CC)C. Given the product [Br:1][C:2]1[N:7]([CH3:8])[C:6](=[O:9])[N:5]([C:12]([O:14][C:15]([CH3:18])([CH3:17])[CH3:16])=[O:13])[C:4](=[O:10])[C:3]=1[CH3:11], predict the reactants needed to synthesize it. (6) Given the product [CH:27]1([C:20]2[C:21]([C:22]3[O:23][C:40]([CH2:41][CH3:42])=[N:25][N:24]=3)=[CH:26][C:17]([C:15]([N:12]3[CH2:11][CH2:10][CH:9]([C:6]4[CH:5]=[CH:4][C:3]([C:1]#[N:2])=[CH:8][CH:7]=4)[CH2:14][CH2:13]3)=[O:16])=[C:18]([CH3:31])[CH:19]=2)[CH2:30][CH2:29][CH2:28]1, predict the reactants needed to synthesize it. The reactants are: [C:1]([C:3]1[CH:8]=[CH:7][C:6]([CH:9]2[CH2:14][CH2:13][N:12]([C:15]([C:17]3[C:18]([CH3:31])=[CH:19][C:20]([CH:27]4[CH2:30][CH2:29][CH2:28]4)=[C:21]([CH:26]=3)[C:22]([NH:24][NH2:25])=[O:23])=[O:16])[CH2:11][CH2:10]2)=[CH:5][CH:4]=1)#[N:2].CS(O)(=O)=O.C(O[C:40](OCC)(OCC)[CH2:41][CH3:42])C.